From a dataset of Reaction yield outcomes from USPTO patents with 853,638 reactions. Predict the reaction yield, written as a fraction of the theoretical maximum amount of product (1.0 means a 100% yield; for example, 0.34 means a 34% yield). (1) The reactants are C[O:2][C:3](=[O:28])[CH2:4][CH2:5][CH2:6][N:7]1[CH2:11][CH2:10][CH2:9][C@@H:8]1[CH2:12][O:13][C:14]1[CH:19]=[CH:18][C:17]([O:20][C:21]2[CH:26]=[CH:25][C:24]([Cl:27])=[CH:23][CH:22]=2)=[CH:16][CH:15]=1.Cl.O1CCOCC1. No catalyst specified. The product is [ClH:27].[Cl:27][C:24]1[CH:25]=[CH:26][C:21]([O:20][C:17]2[CH:18]=[CH:19][C:14]([O:13][CH2:12][C@H:8]3[CH2:9][CH2:10][CH2:11][N:7]3[CH2:6][CH2:5][CH2:4][C:3]([OH:28])=[O:2])=[CH:15][CH:16]=2)=[CH:22][CH:23]=1. The yield is 0.260. (2) The reactants are [CH3:1][C:2]1[O:6][N:5]=[C:4]([C:7]2[CH:12]=[CH:11][CH:10]=[CH:9][CH:8]=2)[C:3]=1[CH2:13][O:14][C:15]1[CH:23]=[CH:22][C:18]([C:19]([OH:21])=O)=[CH:17][N:16]=1.[CH2:24]([S:28]([NH2:31])(=[O:30])=[O:29])[CH2:25][CH2:26][CH3:27]. The catalyst is ClCCl.CN(C)C1C=CN=CC=1. The product is [CH3:1][C:2]1[O:6][N:5]=[C:4]([C:7]2[CH:8]=[CH:9][CH:10]=[CH:11][CH:12]=2)[C:3]=1[CH2:13][O:14][C:15]1[N:16]=[CH:17][C:18]([C:19]([NH:31][S:28]([CH2:24][CH2:25][CH2:26][CH3:27])(=[O:30])=[O:29])=[O:21])=[CH:22][CH:23]=1. The yield is 0.120. (3) The reactants are [O:1]1[CH2:6][CH:5]=[C:4]([C:7]2[C:8]([O:13][CH:14]3[CH2:17][CH:16]([NH:18][C:19](=[O:25])[O:20][C:21]([CH3:24])([CH3:23])[CH3:22])[CH2:15]3)=[N:9][CH:10]=[CH:11][CH:12]=2)[CH2:3][CH2:2]1. The catalyst is CO.[Pd]. The product is [O:1]1[CH2:2][CH2:3][CH:4]([C:7]2[C:8]([O:13][CH:14]3[CH2:15][CH:16]([NH:18][C:19](=[O:25])[O:20][C:21]([CH3:23])([CH3:22])[CH3:24])[CH2:17]3)=[N:9][CH:10]=[CH:11][CH:12]=2)[CH2:5][CH2:6]1. The yield is 0.950. (4) The reactants are [CH3:1][O:2][C:3]([C:5]1[CH:6]=[C:7]2[CH:13]=[C:12]([C:14]([C:21]3[CH:26]=[CH:25][C:24]([C:27]([CH3:36])([O:29][CH:30]4[CH2:35][CH2:34][CH2:33][CH2:32][O:31]4)[CH3:28])=[C:23]([F:37])[CH:22]=3)=[CH:15][CH:16]3[CH2:20][CH2:19][CH2:18][CH2:17]3)[NH:11][C:8]2=[N:9][CH:10]=1)=[O:4]. The catalyst is [Pd].CO. The product is [CH3:1][O:2][C:3]([C:5]1[CH:6]=[C:7]2[CH:13]=[C:12]([CH:14]([C:21]3[CH:26]=[CH:25][C:24]([C:27]([CH3:28])([O:29][CH:30]4[CH2:35][CH2:34][CH2:33][CH2:32][O:31]4)[CH3:36])=[C:23]([F:37])[CH:22]=3)[CH2:15][CH:16]3[CH2:17][CH2:18][CH2:19][CH2:20]3)[NH:11][C:8]2=[N:9][CH:10]=1)=[O:4]. The yield is 0.600. (5) The reactants are [F:1][C:2]1[CH:3]=[C:4]([CH:7]=[C:8]([OH:11])[C:9]=1[OH:10])[CH:5]=[O:6].[C:12]([O-])([O-])=O.[Cs+].[Cs+].O. The catalyst is CN(C=O)C. The yield is 0.490. The product is [F:1][C:2]1[C:9]2[O:10][CH2:12][O:11][C:8]=2[CH:7]=[C:4]([CH:5]=[O:6])[CH:3]=1. (6) The reactants are CO[C:3](=[O:22])[C:4]1[CH:9]=[C:8]([C:10]2[N:11]([CH3:16])[N:12]=[C:13]([CH3:15])[CH:14]=2)[C:7]([C:17]([F:20])([F:19])[F:18])=[CH:6][C:5]=1[NH2:21].CC[N:25]([CH2:28]C)CC.[CH3:30][S:31]([NH:34]N)(=[O:33])=[O:32].[OH-:36].[Na+]. The catalyst is C(Cl)Cl.O. The product is [CH3:16][N:11]1[C:10]([C:8]2[CH:9]=[C:4]3[C:5](=[CH:6][C:7]=2[C:17]([F:18])([F:19])[F:20])[NH:21][C:28](=[O:36])[N:25]([NH:34][S:31]([CH3:30])(=[O:33])=[O:32])[C:3]3=[O:22])=[CH:14][C:13]([CH3:15])=[N:12]1. The yield is 0.260. (7) The reactants are C([O:3][CH:4](OCC)[C:5]1[CH:10]=[C:9]([NH:11][C:12]2[S:13][C:14]3[CH:20]=[C:19]([Br:21])[CH:18]=[CH:17][C:15]=3[N:16]=2)[N:8]=[C:7]([NH:22][C@H:23]2[CH2:28][CH2:27][C@H:26]([OH:29])[CH2:25][CH2:24]2)[N:6]=1)C.Cl. The catalyst is O1CCCC1. The product is [Br:21][C:19]1[CH:18]=[CH:17][C:15]2[N:16]=[C:12]([NH:11][C:9]3[N:8]=[C:7]([NH:22][C@H:23]4[CH2:24][CH2:25][C@H:26]([OH:29])[CH2:27][CH2:28]4)[N:6]=[C:5]([CH:4]=[O:3])[CH:10]=3)[S:13][C:14]=2[CH:20]=1. The yield is 0.600. (8) The reactants are [F:1][C:2]1[CH:7]=[CH:6][C:5]([C:8]2[N:9]=[C:10]3[C:15]([CH3:16])=[C:14]([CH3:17])[C:13]([N:18]4[CH2:23][CH2:22][N:21](C(OC(C)(C)C)=O)[CH2:20][CH2:19]4)=[N:12][N:11]3[C:31]=2[C:32]2[CH:37]=[CH:36][N:35]=[CH:34][CH:33]=2)=[CH:4][CH:3]=1.FC(F)(F)C(O)=O. The catalyst is ClCCl. The product is [F:1][C:2]1[CH:7]=[CH:6][C:5]([C:8]2[N:9]=[C:10]3[C:15]([CH3:16])=[C:14]([CH3:17])[C:13]([N:18]4[CH2:23][CH2:22][NH:21][CH2:20][CH2:19]4)=[N:12][N:11]3[C:31]=2[C:32]2[CH:33]=[CH:34][N:35]=[CH:36][CH:37]=2)=[CH:4][CH:3]=1. The yield is 0.830.